This data is from Forward reaction prediction with 1.9M reactions from USPTO patents (1976-2016). The task is: Predict the product of the given reaction. Given the reactants [SH:1][C:2]1[NH:11][C:10](=[O:12])[C:9]2[C:4](=[CH:5][CH:6]=[CH:7][CH:8]=2)[N:3]=1.C(=O)([O-])[O-].[K+].[K+].Br[CH2:20][C:21]([O:23]C(C)(C)C)=[O:22].BrCC([O-])=O, predict the reaction product. The product is: [O:12]=[C:10]1[C:9]2[C:4](=[CH:5][CH:6]=[CH:7][CH:8]=2)[N:3]=[C:2]([S:1][CH2:20][C:21]([OH:23])=[O:22])[NH:11]1.